This data is from Full USPTO retrosynthesis dataset with 1.9M reactions from patents (1976-2016). The task is: Predict the reactants needed to synthesize the given product. (1) Given the product [C:1]([O:5][C:6]([NH:8][NH:9][CH:10]1[CH2:11][CH2:12][C:13]([F:16])([F:17])[CH2:14][CH2:15]1)=[O:7])([CH3:4])([CH3:2])[CH3:3], predict the reactants needed to synthesize it. The reactants are: [C:1]([O:5][C:6]([NH:8][N:9]=[C:10]1[CH2:15][CH2:14][C:13]([F:17])([F:16])[CH2:12][CH2:11]1)=[O:7])([CH3:4])([CH3:3])[CH3:2]. (2) Given the product [S:5]([N:4]1[CH2:1][CH:17]=[CH:16][CH2:15]1)([C:8]1[CH:9]=[CH:10][C:11]([CH3:14])=[CH:12][CH:13]=1)(=[O:6])=[O:7], predict the reactants needed to synthesize it. The reactants are: [CH2:1]([N:4]([CH2:15][CH:16]=[CH2:17])[S:5]([C:8]1[CH:13]=[CH:12][C:11]([CH3:14])=[CH:10][CH:9]=1)(=[O:7])=[O:6])C=C.CCCCCCCCCCCCCCCC. (3) Given the product [Cl:1][C:2]1[CH:3]=[C:4]([NH:8][C:9]2[N:14]=[C:13]([C:15]3[CH:20]=[CH:19][N:18]=[C:17]([C:21]([NH:30][CH2:29][CH2:28][CH:27]([CH3:31])[CH3:26])=[O:23])[CH:16]=3)[CH:12]=[CH:11][N:10]=2)[CH:5]=[CH:6][CH:7]=1, predict the reactants needed to synthesize it. The reactants are: [Cl:1][C:2]1[CH:3]=[C:4]([NH:8][C:9]2[N:14]=[C:13]([C:15]3[CH:20]=[CH:19][N:18]=[C:17]([C:21]([O:23]CC)=O)[CH:16]=3)[CH:12]=[CH:11][N:10]=2)[CH:5]=[CH:6][CH:7]=1.[CH3:26][CH:27]([CH3:31])[CH2:28][CH2:29][NH2:30].C(=O)([O-])[O-].[K+].[K+]. (4) Given the product [F:1][C:2]1[CH:10]=[CH:9][C:8]([N+:11]([O-:13])=[O:12])=[CH:7][C:3]=1[C:4]([NH:23][CH2:22][CH2:21][O:20][CH:15]1[CH2:16][CH2:17][CH2:18][CH2:19][O:14]1)=[O:6], predict the reactants needed to synthesize it. The reactants are: [F:1][C:2]1[CH:10]=[CH:9][C:8]([N+:11]([O-:13])=[O:12])=[CH:7][C:3]=1[C:4]([OH:6])=O.[O:14]1[CH2:19][CH2:18][CH2:17][CH2:16][CH:15]1[O:20][CH2:21][CH2:22][NH2:23]. (5) The reactants are: [CH3:1][O:2][C:3]1[CH:11]=[C:10]([O:12][CH3:13])[CH:9]=[C:8]2[C:4]=1[C:5](=[O:15])C(=O)[NH:7]2.[OH:16]O.[ClH:18]. Given the product [ClH:18].[NH2:7][C:8]1[CH:9]=[C:10]([O:12][CH3:13])[CH:11]=[C:3]([O:2][CH3:1])[C:4]=1[C:5]([OH:15])=[O:16], predict the reactants needed to synthesize it.